From a dataset of Full USPTO retrosynthesis dataset with 1.9M reactions from patents (1976-2016). Predict the reactants needed to synthesize the given product. (1) Given the product [CH3:24][O:23][C:18]1[N:19]=[C:20]2[C:15](=[CH:16][CH:17]=1)[N:14]=[CH:13][C:12]1[NH:11][C:9](=[O:10])[CH:8]([C@H:25]3[CH2:30][CH2:29][C@H:28]([N:31]4[C:32](=[O:41])[C:33]5[C:38](=[CH:37][CH:36]=[CH:35][CH:34]=5)[C:39]4=[O:40])[CH2:27][CH2:26]3)[O:22][C:21]2=1, predict the reactants needed to synthesize it. The reactants are: C(=O)([O-])[O-].[K+].[K+].Br[CH:8]([C@H:25]1[CH2:30][CH2:29][C@H:28]([N:31]2[C:39](=[O:40])[C:38]3[C:33](=[CH:34][CH:35]=[CH:36][CH:37]=3)[C:32]2=[O:41])[CH2:27][CH2:26]1)[C:9]([NH:11][C:12]1[CH:13]=[N:14][C:15]2[C:20]([C:21]=1[OH:22])=[N:19][C:18]([O:23][CH3:24])=[CH:17][CH:16]=2)=[O:10].ClCCl.CO. (2) Given the product [Cl:1][C:2]1[CH:10]=[CH:9][C:8]([C:11]2[C:12]([C@@H:23]([NH:33][C:34](=[O:50])[CH2:35][N:36]3[C:40]4[C:41]([F:46])([F:45])[C@@H:42]5[CH2:44][C@@H:43]5[C:39]=4[C:38]([C:47]([N:59]([CH3:60])[CH3:58])=[O:48])=[N:37]3)[CH2:24][C:25]3[CH:30]=[C:29]([F:31])[CH:28]=[C:27]([F:32])[CH:26]=3)=[N:13][C:14]([C:17]#[C:18][C:19]([OH:22])([CH3:21])[CH3:20])=[CH:15][CH:16]=2)=[C:7]2[C:3]=1[C:4]([NH:52][S:53]([CH3:56])(=[O:54])=[O:55])=[N:5][N:6]2[CH3:51], predict the reactants needed to synthesize it. The reactants are: [Cl:1][C:2]1[CH:10]=[CH:9][C:8]([C:11]2[C:12]([C@@H:23]([NH:33][C:34](=[O:50])[CH2:35][N:36]3[C:40]4[C:41]([F:46])([F:45])[C@@H:42]5[CH2:44][C@@H:43]5[C:39]=4[C:38]([C:47]([O-])=[O:48])=[N:37]3)[CH2:24][C:25]3[CH:30]=[C:29]([F:31])[CH:28]=[C:27]([F:32])[CH:26]=3)=[N:13][C:14]([C:17]#[C:18][C:19]([OH:22])([CH3:21])[CH3:20])=[CH:15][CH:16]=2)=[C:7]2[C:3]=1[C:4]([NH:52][S:53]([CH3:56])(=[O:55])=[O:54])=[N:5][N:6]2[CH3:51].[Na+].[CH3:58][N:59](C(ON1N=NC2C=CC=NC1=2)=[N+](C)C)[CH3:60].F[P-](F)(F)(F)(F)F.CNC. (3) Given the product [Cl:12][C:4]1[C:5]([O:10][CH3:11])=[CH:6][C:7]([O:8][CH3:9])=[C:2]([Cl:1])[C:3]=1[C:13]1[CH:14]=[C:15]2[C:20](=[CH:21][CH:22]=1)[N:19]=[C:18]([NH:23][C@H:24]1[CH2:29][CH2:28][CH2:27][CH2:26][C@@H:25]1[NH:30][C:40](=[O:43])[CH:41]=[CH2:42])[N:17]=[CH:16]2, predict the reactants needed to synthesize it. The reactants are: [Cl:1][C:2]1[C:7]([O:8][CH3:9])=[CH:6][C:5]([O:10][CH3:11])=[C:4]([Cl:12])[C:3]=1[C:13]1[CH:14]=[C:15]2[C:20](=[CH:21][CH:22]=1)[N:19]=[C:18]([NH:23][C@@H:24]1[CH2:29][CH2:28][CH2:27][CH2:26][C@@H:25]1[NH2:30])[N:17]=[CH:16]2.CCN(C(C)C)C(C)C.[C:40](Cl)(=[O:43])[CH:41]=[CH2:42]. (4) Given the product [ClH:16].[F:1][C:2]1([F:15])[CH2:6][NH:5][C@@H:4]([CH3:14])[CH2:3]1, predict the reactants needed to synthesize it. The reactants are: [F:1][C:2]1([F:15])[CH2:6][N:5](C(OC(C)(C)C)=O)[C@@H:4]([CH3:14])[CH2:3]1.[ClH:16].